Dataset: NCI-60 drug combinations with 297,098 pairs across 59 cell lines. Task: Regression. Given two drug SMILES strings and cell line genomic features, predict the synergy score measuring deviation from expected non-interaction effect. (1) Drug 1: CC1C(C(=O)NC(C(=O)N2CCCC2C(=O)N(CC(=O)N(C(C(=O)O1)C(C)C)C)C)C(C)C)NC(=O)C3=C4C(=C(C=C3)C)OC5=C(C(=O)C(=C(C5=N4)C(=O)NC6C(OC(=O)C(N(C(=O)CN(C(=O)C7CCCN7C(=O)C(NC6=O)C(C)C)C)C)C(C)C)C)N)C. Drug 2: CCC(=C(C1=CC=CC=C1)C2=CC=C(C=C2)OCCN(C)C)C3=CC=CC=C3.C(C(=O)O)C(CC(=O)O)(C(=O)O)O. Cell line: NCIH23. Synergy scores: CSS=56.5, Synergy_ZIP=25.3, Synergy_Bliss=24.8, Synergy_Loewe=20.8, Synergy_HSA=25.7. (2) Drug 1: CC1=C(C=C(C=C1)NC2=NC=CC(=N2)N(C)C3=CC4=NN(C(=C4C=C3)C)C)S(=O)(=O)N.Cl. Drug 2: CC1C(C(CC(O1)OC2CC(OC(C2O)C)OC3=CC4=CC5=C(C(=O)C(C(C5)C(C(=O)C(C(C)O)O)OC)OC6CC(C(C(O6)C)O)OC7CC(C(C(O7)C)O)OC8CC(C(C(O8)C)O)(C)O)C(=C4C(=C3C)O)O)O)O. Cell line: MDA-MB-435. Synergy scores: CSS=2.46, Synergy_ZIP=31.8, Synergy_Bliss=26.3, Synergy_Loewe=23.4, Synergy_HSA=22.4. (3) Drug 1: C1CN(CCN1C(=O)CCBr)C(=O)CCBr. Drug 2: B(C(CC(C)C)NC(=O)C(CC1=CC=CC=C1)NC(=O)C2=NC=CN=C2)(O)O. Cell line: NCI-H460. Synergy scores: CSS=73.6, Synergy_ZIP=-5.93, Synergy_Bliss=-8.43, Synergy_Loewe=-7.22, Synergy_HSA=-7.63. (4) Drug 1: CC(C1=C(C=CC(=C1Cl)F)Cl)OC2=C(N=CC(=C2)C3=CN(N=C3)C4CCNCC4)N. Drug 2: CC1C(C(CC(O1)OC2CC(CC3=C2C(=C4C(=C3O)C(=O)C5=C(C4=O)C(=CC=C5)OC)O)(C(=O)CO)O)N)O.Cl. Cell line: NCI-H322M. Synergy scores: CSS=27.2, Synergy_ZIP=-1.35, Synergy_Bliss=-2.93, Synergy_Loewe=-15.2, Synergy_HSA=-4.16.